The task is: Regression. Given two drug SMILES strings and cell line genomic features, predict the synergy score measuring deviation from expected non-interaction effect.. This data is from NCI-60 drug combinations with 297,098 pairs across 59 cell lines. Drug 1: CC1C(C(CC(O1)OC2CC(CC3=C2C(=C4C(=C3O)C(=O)C5=C(C4=O)C(=CC=C5)OC)O)(C(=O)C)O)N)O.Cl. Drug 2: C1=CN(C(=O)N=C1N)C2C(C(C(O2)CO)O)O.Cl. Cell line: HL-60(TB). Synergy scores: CSS=60.6, Synergy_ZIP=-4.20, Synergy_Bliss=-6.24, Synergy_Loewe=-8.57, Synergy_HSA=-4.36.